This data is from Full USPTO retrosynthesis dataset with 1.9M reactions from patents (1976-2016). The task is: Predict the reactants needed to synthesize the given product. (1) Given the product [Br-:28].[CH2:1]([NH:8][C:9]([C:11]1[C:15]([CH:16]([CH3:18])[CH3:17])=[C:14]([CH2:19][P+:35]([C:36]2[CH:37]=[CH:38][CH:39]=[CH:40][CH:41]=2)([C:42]2[CH:47]=[CH:46][CH:45]=[CH:44][CH:43]=2)[C:29]2[CH:30]=[CH:31][CH:32]=[CH:33][CH:34]=2)[N:13]([C:21]2[CH:26]=[CH:25][C:24]([F:27])=[CH:23][CH:22]=2)[N:12]=1)=[O:10])[C:2]1[CH:7]=[CH:6][CH:5]=[CH:4][CH:3]=1, predict the reactants needed to synthesize it. The reactants are: [CH2:1]([NH:8][C:9]([C:11]1[C:15]([CH:16]([CH3:18])[CH3:17])=[C:14]([CH2:19]O)[N:13]([C:21]2[CH:26]=[CH:25][C:24]([F:27])=[CH:23][CH:22]=2)[N:12]=1)=[O:10])[C:2]1[CH:7]=[CH:6][CH:5]=[CH:4][CH:3]=1.[BrH:28].[C:29]1([P:35]([C:42]2[CH:47]=[CH:46][CH:45]=[CH:44][CH:43]=2)[C:36]2[CH:41]=[CH:40][CH:39]=[CH:38][CH:37]=2)[CH:34]=[CH:33][CH:32]=[CH:31][CH:30]=1. (2) Given the product [CH:8]1([C@H:14]([NH:22][C:23]([C:25]2[CH:30]=[CH:29][C:28]([C:31]3[CH:36]=[CH:35][CH:34]=[CH:33][CH:32]=3)=[CH:27][C:26]=2[NH:37][C:38]([NH:40][C:41]2[C:46]([CH3:47])=[CH:45][C:44]([CH3:48])=[CH:43][C:42]=2[CH3:49])=[O:39])=[O:24])[C:15]([OH:17])=[O:16])[CH2:9][CH2:10][CH2:11][CH2:12][CH2:13]1, predict the reactants needed to synthesize it. The reactants are: FC(F)(F)C(O)=O.[CH:8]1([C@H:14]([NH:22][C:23]([C:25]2[CH:30]=[CH:29][C:28]([C:31]3[CH:36]=[CH:35][CH:34]=[CH:33][CH:32]=3)=[CH:27][C:26]=2[NH:37][C:38]([NH:40][C:41]2[C:46]([CH3:47])=[CH:45][C:44]([CH3:48])=[CH:43][C:42]=2[CH3:49])=[O:39])=[O:24])[C:15]([O:17]C(C)(C)C)=[O:16])[CH2:13][CH2:12][CH2:11][CH2:10][CH2:9]1. (3) Given the product [CH3:1][C:2]1[CH:3]=[N:4][C:5]([CH2:11][S+:12]([O-:24])[C:13]2[N-:14][C:15]3[CH:16]=[CH:17][C:18]([O:22][CH3:23])=[CH:19][C:20]=3[N:21]=2)=[C:6]([CH3:10])[C:7]=1[O:8][CH3:9].[Na+:31], predict the reactants needed to synthesize it. The reactants are: [CH3:1][C:2]1[CH:3]=[N:4][C:5]([CH2:11][S+:12]([O-:24])[C:13]2[NH:14][C:15]3[CH:16]=[CH:17][C:18]([O:22][CH3:23])=[CH:19][C:20]=3[N:21]=2)=[C:6]([CH3:10])[C:7]=1[O:8][CH3:9].O1CCCC1.[OH-].[Na+:31]. (4) Given the product [OH:8][C:9]1[C:10]([C:11](=[O:21])[CH:12]=[CH:13][CH:14]2[CH:15]=[CH:16][C:17]([CH3:20])=[CH:18][CH2:19]2)=[C:22]([O:26][CH2:39][C:40]([O:42][CH3:43])=[O:41])[CH:23]=[CH:24][CH:25]=1, predict the reactants needed to synthesize it. The reactants are: C([O:8][C:9]1[CH:25]=[CH:24][CH:23]=[C:22]([OH:26])[C:10]=1[C:11](=[O:21])[CH:12]=[CH:13][C:14]1[CH:19]=[CH:18][C:17]([CH3:20])=[CH:16][CH:15]=1)C1C=CC=CC=1.CN(C)C=O.C(=O)([O-])[O-].[K+].[K+].Br[CH2:39][C:40]([O:42][CH3:43])=[O:41]. (5) Given the product [NH2:8][C@@:9]1([C:23]([O:25][CH2:26][CH3:27])=[O:24])[CH2:14][C:13](=[O:15])[C@@H:12]2[C@H:10]1[C@H:11]2[C:16]([O:18][CH2:19][CH3:20])=[O:17], predict the reactants needed to synthesize it. The reactants are: C(OC([NH:8][C@@:9]1([C:23]([O:25][C:26](C)(C)[CH3:27])=[O:24])[CH2:14][C:13](=[O:15])[C@@H:12]2[C@H:10]1[C@H:11]2[C:16]([O:18][C:19](C)(C)[CH3:20])=[O:17])=O)(C)(C)C.S(Cl)(Cl)=O. (6) The reactants are: [Br:1][C:2]1[CH:3]=[CH:4][C:5]([I:19])=[C:6]([CH:8]=[C:9]2[C:13]([CH3:15])([CH3:14])[O:12][C:11]([CH3:17])([CH3:16])[C:10]2=[O:18])[CH:7]=1.[OH:20]O.[OH-].[Li+]. Given the product [Br:1][C:2]1[CH:3]=[CH:4][C:5]([I:19])=[C:6]([CH:8]2[C:9]3([C:10](=[O:18])[C:11]([CH3:17])([CH3:16])[O:12][C:13]3([CH3:14])[CH3:15])[O:20]2)[CH:7]=1, predict the reactants needed to synthesize it.